Task: Predict the reactants needed to synthesize the given product.. Dataset: Full USPTO retrosynthesis dataset with 1.9M reactions from patents (1976-2016) Given the product [C:12]([C:16]1[CH:21]=[CH:20][C:19]([CH2:22][CH2:23][S:24]([NH:1][C:2]2[CH:7]=[CH:6][CH:5]=[CH:4][C:3]=2[S:8]([NH2:11])(=[O:9])=[O:10])(=[O:26])=[O:25])=[CH:18][CH:17]=1)([CH3:15])([CH3:13])[CH3:14], predict the reactants needed to synthesize it. The reactants are: [NH2:1][C:2]1[CH:7]=[CH:6][CH:5]=[CH:4][C:3]=1[S:8]([NH2:11])(=[O:10])=[O:9].[C:12]([C:16]1[CH:21]=[CH:20][C:19](/[CH:22]=[CH:23]/[S:24](Cl)(=[O:26])=[O:25])=[CH:18][CH:17]=1)([CH3:15])([CH3:14])[CH3:13].